Dataset: Forward reaction prediction with 1.9M reactions from USPTO patents (1976-2016). Task: Predict the product of the given reaction. (1) Given the reactants [CH3:1][C:2]([C:4]1[CH:9]=[CH:8][C:7]([F:10])=[C:6]([O:11][CH3:12])[CH:5]=1)=[O:3].[Br:13][C:14]1[CH:15]=[C:16]([Li])[CH:17]=[CH:18][CH:19]=1, predict the reaction product. The product is: [Br:13][C:14]1[CH:15]=[C:16]([C:2]([C:4]2[CH:9]=[CH:8][C:7]([F:10])=[C:6]([O:11][CH3:12])[CH:5]=2)([OH:3])[CH3:1])[CH:17]=[CH:18][CH:19]=1. (2) Given the reactants [CH2:1]([C:3]1[C:12]2[C:7](=[CH:8][CH:9]=[C:10]([OH:13])[CH:11]=2)[N:6]=[CH:5][CH:4]=1)[CH3:2].C(=O)([O-])[O-].[K+].[K+].C1C=CC(N([S:27]([C:30]([F:33])([F:32])[F:31])(=[O:29])=[O:28])[S:27]([C:30]([F:33])([F:32])[F:31])(=[O:29])=[O:28])=CC=1, predict the reaction product. The product is: [CH2:1]([C:3]1[C:12]2[C:7](=[CH:8][CH:9]=[C:10]([O:13][S:27]([C:30]([F:33])([F:32])[F:31])(=[O:29])=[O:28])[CH:11]=2)[N:6]=[CH:5][CH:4]=1)[CH3:2]. (3) Given the reactants Br[C:2]1[CH:3]=[C:4]2[C:9](=[CH:10][CH:11]=1)[N:8]=[CH:7][C:6]([C:12]([CH:14]1[CH2:16][CH2:15]1)=[O:13])=[C:5]2[NH:17][C:18]1[CH:23]=[CH:22][C:21]([C:24]([NH:27][C:28](=[O:34])[O:29][C:30]([CH3:33])([CH3:32])[CH3:31])([CH3:26])[CH3:25])=[CH:20][CH:19]=1.[Cl:35][C:36]1[CH:41]=[C:40](B2OC(C)(C)C(C)(C)O2)[CH:39]=[C:38]([F:51])[C:37]=1[OH:52], predict the reaction product. The product is: [Cl:35][C:36]1[CH:41]=[C:40]([C:2]2[CH:3]=[C:4]3[C:9](=[CH:10][CH:11]=2)[N:8]=[CH:7][C:6]([C:12]([CH:14]2[CH2:16][CH2:15]2)=[O:13])=[C:5]3[NH:17][C:18]2[CH:23]=[CH:22][C:21]([C:24]([NH:27][C:28](=[O:34])[O:29][C:30]([CH3:31])([CH3:32])[CH3:33])([CH3:26])[CH3:25])=[CH:20][CH:19]=2)[CH:39]=[C:38]([F:51])[C:37]=1[OH:52]. (4) Given the reactants [Cl:1][C:2]1[C:7]([N:8]2[CH2:13][CH2:12][CH:11]([C:14]3[CH:19]=[CH:18][CH:17]=[CH:16][CH:15]=3)[CH2:10][CH2:9]2)=[CH:6][N:5]=[N:4][C:3]=1[NH:20][NH:21][C:22](=[O:27])[CH2:23][CH:24]([CH3:26])[CH3:25].P(Cl)(Cl)(Cl)=[O:29], predict the reaction product. The product is: [C:22]([O-:27])(=[O:29])[CH3:23].[NH4+:4].[Cl:1][C:2]1[C:3]2[N:4]([C:22]([CH2:23][CH:24]([CH3:26])[CH3:25])=[N:21][N:20]=2)[N:5]=[CH:6][C:7]=1[N:8]1[CH2:13][CH2:12][CH:11]([C:14]2[CH:19]=[CH:18][CH:17]=[CH:16][CH:15]=2)[CH2:10][CH2:9]1. (5) Given the reactants [CH:1]1([NH:7][S:8]([C:11]2[C:20]3[C:15](=[CH:16][CH:17]=[CH:18][CH:19]=3)[C:14]([CH2:21][NH2:22])=[CH:13][CH:12]=2)(=[O:10])=[O:9])[CH2:6][CH2:5][CH2:4][CH2:3][CH2:2]1.[C:23]1([CH3:30])[C:24](Cl)=[CH:25][CH:26]=[CH:27][CH:28]=1.C(N(CC)CC)C.CN([CH:41]=[O:42])C, predict the reaction product. The product is: [CH:1]1([NH:7][S:8]([C:11]2[C:20]3[C:15](=[CH:16][CH:17]=[CH:18][CH:19]=3)[C:14]([CH2:21][NH:22][C:41](=[O:42])[C:24]3[CH:25]=[CH:26][CH:27]=[CH:28][C:23]=3[CH3:30])=[CH:13][CH:12]=2)(=[O:10])=[O:9])[CH2:2][CH2:3][CH2:4][CH2:5][CH2:6]1. (6) Given the reactants [C:1]([C:3]1[CH:8]=[CH:7][C:6]([C:9]2[N:13]3[CH:14]=[C:15]([C:18]4[CH:26]=[CH:25][C:21]([C:22](O)=[O:23])=[CH:20][CH:19]=4)[CH:16]=[CH:17][C:12]3=[N:11][CH:10]=2)=[CH:5][CH:4]=1)#[N:2].CN(C(ON1N=NC2C=CC=NC1=2)=[N+](C)C)C.F[P-](F)(F)(F)(F)F.C[N:52]1[CH2:57][CH2:56][O:55][CH2:54][CH2:53]1.O1CCCNCC1, predict the reaction product. The product is: [N:52]1([C:22]([C:21]2[CH:25]=[CH:26][C:18]([C:15]3[CH:16]=[CH:17][C:12]4[N:13]([C:9]([C:6]5[CH:5]=[CH:4][C:3]([C:1]#[N:2])=[CH:8][CH:7]=5)=[CH:10][N:11]=4)[CH:14]=3)=[CH:19][CH:20]=2)=[O:23])[CH2:57][CH2:56][O:55][CH2:54][CH2:53]1.